This data is from Catalyst prediction with 721,799 reactions and 888 catalyst types from USPTO. The task is: Predict which catalyst facilitates the given reaction. (1) Reactant: [F:1][C:2]([F:13])([F:12])[C:3]1[CH:4]=[N:5][CH:6]=[C:7]([CH:11]=1)[C:8](O)=[O:9].C(N(CC)CC)C.ClC(OCC)=O.[H-].[Al+3].[Li+].[H-].[H-].[H-]. Product: [F:12][C:2]([F:1])([F:13])[C:3]1[CH:11]=[C:7]([CH2:8][OH:9])[CH:6]=[N:5][CH:4]=1. The catalyst class is: 48. (2) Reactant: Cl[C:2]1[N:7]=[C:6]([NH:8][C:9]2[CH:10]=[C:11]([CH:16]=[CH:17][CH:18]=2)[C:12]([NH:14][CH3:15])=[O:13])[C:5]([C:19]#[N:20])=[CH:4][N:3]=1.Cl[C:22]1[C:27]([C:28]#[N:29])=[CH:26][N:25]=[C:24]([NH:30][C:31]2[CH:32]=[C:33]([CH:38]=[CH:39][CH:40]=2)[C:34]([NH:36][CH3:37])=[O:35])[N:23]=1.Cl.[F:42][C:43]1[CH:53]=[CH:52][C:46]([O:47][CH:48]2[CH2:51][NH:50][CH2:49]2)=[CH:45][CH:44]=1.C(N(CC)C(C)C)(C)C. Product: [C:28]([C:27]1[C:22]([N:50]2[CH2:51][CH:48]([O:47][C:46]3[CH:45]=[CH:44][C:43]([F:42])=[CH:53][CH:52]=3)[CH2:49]2)=[N:23][C:24]([NH:30][C:31]2[CH:32]=[C:33]([CH:38]=[CH:39][CH:40]=2)[C:34]([NH:36][CH3:37])=[O:35])=[N:25][CH:26]=1)#[N:29].[C:19]([C:5]1[C:6]([NH:8][C:9]2[CH:10]=[C:11]([CH:16]=[CH:17][CH:18]=2)[C:12]([NH:14][CH3:15])=[O:13])=[N:7][C:2]([N:50]2[CH2:51][CH:48]([O:47][C:46]3[CH:45]=[CH:44][C:43]([F:42])=[CH:53][CH:52]=3)[CH2:49]2)=[N:3][CH:4]=1)#[N:20]. The catalyst class is: 41. (3) Reactant: [C:1]([O:5][C:6](=[O:30])[NH:7][C@H:8]([CH2:26][CH:27]([CH3:29])[CH3:28])[C:9]([NH:11][C:12]1[CH:17]=[C:16]([O:18][CH3:19])[C:15]([C:20]2[O:24][CH:23]=[N:22][CH:21]=2)=[CH:14][C:13]=1Br)=[O:10])([CH3:4])([CH3:3])[CH3:2].[B:31]1([B:31]2[O:35][C:34]([CH3:37])([CH3:36])[C:33]([CH3:39])([CH3:38])[O:32]2)[O:35][C:34]([CH3:37])([CH3:36])[C:33]([CH3:39])([CH3:38])[O:32]1.C(N(CC)CC)C. Product: [C:1]([O:5][C:6](=[O:30])[NH:7][C@H:8]([CH2:26][CH:27]([CH3:29])[CH3:28])[C:9]([NH:11][C:12]1[CH:17]=[C:16]([O:18][CH3:19])[C:15]([C:20]2[O:24][CH:23]=[N:22][CH:21]=2)=[CH:14][C:13]=1[B:31]1[O:35][C:34]([CH3:37])([CH3:36])[C:33]([CH3:39])([CH3:38])[O:32]1)=[O:10])([CH3:4])([CH3:3])[CH3:2]. The catalyst class is: 75.